Task: Predict the reactants needed to synthesize the given product.. Dataset: Full USPTO retrosynthesis dataset with 1.9M reactions from patents (1976-2016) (1) Given the product [CH2:1]([O:8][C:9](=[O:10])[NH:11][CH:12]1[CH2:17][CH2:16][CH2:15][CH2:14][CH:13]1[C:18](=[O:20])[NH:22][CH:23]([C:28](=[O:29])[NH2:30])[CH2:24][CH:25]([CH3:27])[CH3:26])[C:2]1[CH:3]=[CH:4][CH:5]=[CH:6][CH:7]=1, predict the reactants needed to synthesize it. The reactants are: [CH2:1]([O:8][C:9]([NH:11][CH:12]1[CH2:17][CH2:16][CH2:15][CH2:14][CH:13]1[C:18]([OH:20])=O)=[O:10])[C:2]1[CH:7]=[CH:6][CH:5]=[CH:4][CH:3]=1.Cl.[NH2:22][C@H:23]([C:28]([NH2:30])=[O:29])[CH2:24][CH:25]([CH3:27])[CH3:26].CCN=C=NCCCN(C)C.Cl.C1C=CC2N(O)N=NC=2C=1.CN1CCOCC1. (2) Given the product [CH2:1]([C:8]1[NH:13][C:12](=[O:14])[CH:11]=[CH:10][N:9]=1)[C:2]1[CH:3]=[CH:4][CH:5]=[CH:6][CH:7]=1, predict the reactants needed to synthesize it. The reactants are: [CH2:1]([C:8]1[N:13]=[C:12]([O:14]C)[CH:11]=[CH:10][N:9]=1)[C:2]1[CH:7]=[CH:6][CH:5]=[CH:4][CH:3]=1.Br.[OH-].[Na+]. (3) The reactants are: S(=O)(=O)(O)N.[CH2:6]1[C:14]2[C:9](=[CH:10][CH:11]=[CH:12][CH:13]=2)[CH2:8][CH:7]1[C@H:15]1[NH:20][C:19](=[O:21])[C@@H:18]([CH:22]([CH2:25][CH3:26])[CH2:23][CH3:24])[N:17]([CH2:27][C:28]2[CH:35]=[CH:34][CH:33]=[CH:32][C:29]=2[CH:30]=[O:31])[C:16]1=[O:36].Cl([O-])=[O:38].[Na+]. Given the product [CH2:6]1[C:14]2[C:9](=[CH:10][CH:11]=[CH:12][CH:13]=2)[CH2:8][CH:7]1[C@H:15]1[NH:20][C:19](=[O:21])[C@@H:18]([CH:22]([CH2:25][CH3:26])[CH2:23][CH3:24])[N:17]([CH2:27][C:28]2[CH:35]=[CH:34][CH:33]=[CH:32][C:29]=2[C:30]([OH:38])=[O:31])[C:16]1=[O:36], predict the reactants needed to synthesize it.